Dataset: Forward reaction prediction with 1.9M reactions from USPTO patents (1976-2016). Task: Predict the product of the given reaction. (1) Given the reactants CC(O)C.C(=O)([O-])O.[Na+].[C:10]([O:14][C:15]([NH:17][C@@H:18]([CH2:23][C:24]1[CH:29]=[CH:28][C:27]([O:30]CC2C=CC=CC=2)=[CH:26][CH:25]=1)[C@H:19]([OH:22])[CH2:20]Cl)=[O:16])([CH3:13])([CH3:12])[CH3:11].C(O)(=O)CC(CC(O)=O)(C(O)=O)O, predict the reaction product. The product is: [C:10]([O:14][C:15]([NH:17][C@@H:18]([CH2:23][C:24]1[CH:29]=[CH:28][C:27]([OH:30])=[CH:26][CH:25]=1)[C@@H:19]1[O:22][CH2:20]1)=[O:16])([CH3:13])([CH3:12])[CH3:11]. (2) Given the reactants Br[C:2]1[CH:3]=[C:4]([CH:6]=[C:7]([C:9]([F:12])([F:11])[F:10])[CH:8]=1)[NH2:5].[CH3:13][N:14]([CH2:16][C:17]#[CH:18])[CH3:15].C(N(CC)CC)C, predict the reaction product. The product is: [CH3:13][N:14]([CH3:15])[CH2:16][C:17]#[C:18][C:2]1[CH:3]=[C:4]([CH:6]=[C:7]([C:9]([F:12])([F:11])[F:10])[CH:8]=1)[NH2:5]. (3) The product is: [CH2:11]([N:18]1[CH2:23][C:22]([CH3:24])([CH3:25])[O:21][CH2:20][CH:19]1[CH2:26][CH:27]=[O:28])[C:12]1[CH:13]=[CH:14][CH:15]=[CH:16][CH:17]=1. Given the reactants CS(C)=O.C(Cl)(=O)C(Cl)=O.[CH2:11]([N:18]1[CH2:23][C:22]([CH3:25])([CH3:24])[O:21][CH2:20][C@H:19]1[CH2:26][CH2:27][OH:28])[C:12]1[CH:17]=[CH:16][CH:15]=[CH:14][CH:13]=1.C(N(CC)CC)C, predict the reaction product. (4) The product is: [Si:10]([O:27][CH2:28][C:29]([NH:2][NH:1][C:3](=[O:9])[C:4]([O:6][CH2:7][CH3:8])=[O:5])=[O:30])([C:23]([CH3:25])([CH3:26])[CH3:24])([C:17]1[CH:18]=[CH:19][CH:20]=[CH:21][CH:22]=1)[C:11]1[CH:12]=[CH:13][CH:14]=[CH:15][CH:16]=1. Given the reactants [NH:1]([C:3](=[O:9])[C:4]([O:6][CH2:7][CH3:8])=[O:5])[NH2:2].[Si:10]([O:27][CH2:28][C:29](O)=[O:30])([C:23]([CH3:26])([CH3:25])[CH3:24])([C:17]1[CH:22]=[CH:21][CH:20]=[CH:19][CH:18]=1)[C:11]1[CH:16]=[CH:15][CH:14]=[CH:13][CH:12]=1.Cl.CN(C)CCCN=C=NCC.ON1C2C=CC=CC=2N=N1, predict the reaction product. (5) Given the reactants [C:1]([C:5]1[N:6]=[C:7]([N:16]2[CH2:20][CH2:19][C:18]([F:22])([F:21])[CH2:17]2)[C:8]2[C:9](=[N:11][N:12]([CH2:14][CH3:15])[N:13]=2)[N:10]=1)([CH3:4])([CH3:3])[CH3:2].C(C1N=C([N:36]2[CH2:40][CH2:39][C:38](F)(F)[CH2:37]2)C2N=NNC=2N=1)(C)(C)C.Br.BrCC1C=CC=CN=1, predict the reaction product. The product is: [C:1]([C:5]1[N:6]=[C:7]([N:16]2[CH2:20][CH2:19][C:18]([F:21])([F:22])[CH2:17]2)[C:8]2[C:9](=[N:11][N:12]([CH2:14][C:15]3[CH:40]=[CH:39][CH:38]=[CH:37][N:36]=3)[N:13]=2)[N:10]=1)([CH3:2])([CH3:3])[CH3:4]. (6) Given the reactants [NH2:1][C:2]1[N:3]=[CH:4][C:5]2[C:10]([CH:11]=1)=[CH:9][CH:8]=[CH:7][CH:6]=2.C[O:13][C:14](=O)[C:15]1[CH:20]=[CH:19][CH:18]=[CH:17][C:16]=1[NH:21][CH2:22][C:23]1[CH:28]=[CH:27][N:26]=[C:25]([NH:29][C:30]([N:32]2[CH2:37][CH2:36][O:35][CH2:34][CH2:33]2)=[O:31])[CH:24]=1.C[Al](C)C, predict the reaction product. The product is: [CH:4]1[C:5]2[C:10](=[CH:9][CH:8]=[CH:7][CH:6]=2)[CH:11]=[C:2]([NH:1][C:14]([C:15]2[CH:20]=[CH:19][CH:18]=[CH:17][C:16]=2[NH:21][CH2:22][C:23]2[CH:28]=[CH:27][N:26]=[C:25]([NH:29][C:30]([N:32]3[CH2:33][CH2:34][O:35][CH2:36][CH2:37]3)=[O:31])[CH:24]=2)=[O:13])[N:3]=1. (7) Given the reactants [CH2:1]([O:3][C@@H:4]([CH2:10][C:11]1[CH:16]=[CH:15][C:14]([O:17][CH2:18][C:19]([N:21]([CH2:33][CH3:34])[CH2:22][C:23]2[CH:28]=[CH:27][C:26]([C:29]([F:32])([F:31])[F:30])=[CH:25][CH:24]=2)=[O:20])=[CH:13][CH:12]=1)[C:5]([O:7]CC)=[O:6])[CH3:2].Cl, predict the reaction product. The product is: [CH2:1]([O:3][C@@H:4]([CH2:10][C:11]1[CH:16]=[CH:15][C:14]([O:17][CH2:18][C:19]([N:21]([CH2:33][CH3:34])[CH2:22][C:23]2[CH:24]=[CH:25][C:26]([C:29]([F:31])([F:32])[F:30])=[CH:27][CH:28]=2)=[O:20])=[CH:13][CH:12]=1)[C:5]([OH:7])=[O:6])[CH3:2].